Dataset: Full USPTO retrosynthesis dataset with 1.9M reactions from patents (1976-2016). Task: Predict the reactants needed to synthesize the given product. (1) Given the product [F:38][C:35]1[CH:36]=[CH:37][C:32]([CH2:31][N:28]2[C:27](=[O:39])[C:17]3[C:16](=[C:15]([O:14][CH3:1])[C:24]4[N:23]=[CH:22][CH:21]=[N:20][C:19]=4[C:18]=3[OH:25])[CH2:29]2)=[CH:33][CH:34]=1, predict the reactants needed to synthesize it. The reactants are: [CH:1]([O:14][C:15]1[C:24]2[N:23]=[CH:22][CH:21]=[N:20][C:19]=2[C:18]([O:25]C)=[C:17]2[CH:27]([OH:39])[N:28]([CH2:31][C:32]3[CH:37]=[CH:36][C:35]([F:38])=[CH:34][CH:33]=3)[C:29](=O)[C:16]=12)(C1C=CC=CC=1)C1C=CC=CC=1.C([SiH](CC)CC)C.FC(F)(F)C(O)=O. (2) Given the product [Cl:17][C:16]1[CH:15]=[CH:14][C:4]([CH2:5][NH:6][C:7](=[O:13])[O:8][C:9]([CH3:12])([CH3:10])[CH3:11])=[CH:3][C:2]=1[N:1]=[C:18]=[S:19], predict the reactants needed to synthesize it. The reactants are: [NH2:1][C:2]1[CH:3]=[C:4]([CH:14]=[CH:15][C:16]=1[Cl:17])[CH2:5][NH:6][C:7](=[O:13])[O:8][C:9]([CH3:12])([CH3:11])[CH3:10].[C:18](N1C=CC=CC1=O)(N1C=CC=CC1=O)=[S:19]. (3) Given the product [CH3:19][O:18][C@@H:5]([CH2:6][C:7]1[CH:8]=[CH:9][C:10]([O:13][CH2:14][CH2:15][CH2:16][O:31][C:22]2[CH:23]=[CH:24][C:25]3[C:30](=[CH:29][CH:28]=[CH:27][CH:26]=3)[CH:21]=2)=[CH:11][CH:12]=1)[C:4]([OH:3])=[O:20], predict the reactants needed to synthesize it. The reactants are: C([O:3][C:4](=[O:20])[C@@H:5]([O:18][CH3:19])[CH2:6][C:7]1[CH:12]=[CH:11][C:10]([O:13][CH2:14][CH2:15][CH2:16]Br)=[CH:9][CH:8]=1)C.[CH:21]1[C:30]2[C:25](=[CH:26][CH:27]=[CH:28][CH:29]=2)[CH:24]=[CH:23][C:22]=1[OH:31].CO[C@@H](CC1C=CC(OCCCOC2C=CC=CC=2)=CC=1)C(O)=O. (4) Given the product [CH2:11]([O:13][C:14]([C:16]1([C:19]2[CH:24]=[CH:23][C:22]([C:2]3[CH:7]=[CH:6][C:5]([Cl:8])=[CH:4][C:3]=3[O:9][CH3:10])=[CH:21][CH:20]=2)[CH2:17][CH2:18]1)=[O:15])[CH3:12], predict the reactants needed to synthesize it. The reactants are: Br[C:2]1[CH:7]=[CH:6][C:5]([Cl:8])=[CH:4][C:3]=1[O:9][CH3:10].[CH2:11]([O:13][C:14]([C:16]1([C:19]2[CH:24]=[CH:23][C:22](B3OC(C)(C)C(C)(C)O3)=[CH:21][CH:20]=2)[CH2:18][CH2:17]1)=[O:15])[CH3:12].C(=O)([O-])[O-].[Na+].[Na+].O. (5) The reactants are: [OH:1][C:2]([CH:30]1[CH2:35][CH2:34][O:33][CH2:32][CH2:31]1)([CH:13]([CH:24]1[CH2:29][CH2:28][O:27][CH2:26][CH2:25]1)[C:14]([O:16]CC1C=CC=CC=1)=[O:15])[C:3]([O:5]CC1C=CC=CC=1)=[O:4].[H][H]. Given the product [OH:1][C:2]([CH:30]1[CH2:35][CH2:34][O:33][CH2:32][CH2:31]1)([CH:13]([CH:24]1[CH2:25][CH2:26][O:27][CH2:28][CH2:29]1)[C:14]([OH:16])=[O:15])[C:3]([OH:5])=[O:4], predict the reactants needed to synthesize it. (6) Given the product [F:16][C:17]([F:30])([F:29])[S:18]([O:8][C:6]1[CH2:7][CH:2]([CH3:1])[CH2:3][C:4](=[O:9])[CH:5]=1)(=[O:20])=[O:19], predict the reactants needed to synthesize it. The reactants are: [CH3:1][CH:2]1[CH2:7][C:6](=[O:8])[CH2:5][C:4](=[O:9])[CH2:3]1.C(=O)([O-])[O-].[Na+].[Na+].[F:16][C:17]([F:30])([F:29])[S:18](O[S:18]([C:17]([F:30])([F:29])[F:16])(=[O:20])=[O:19])(=[O:20])=[O:19].